Dataset: Peptide-MHC class II binding affinity with 134,281 pairs from IEDB. Task: Regression. Given a peptide amino acid sequence and an MHC pseudo amino acid sequence, predict their binding affinity value. This is MHC class II binding data. (1) The peptide sequence is LSQCRTFRGRVLDMF. The MHC is DRB1_0101 with pseudo-sequence DRB1_0101. The binding affinity (normalized) is 0.657. (2) The peptide sequence is RPNAQRFGISNYCQI. The binding affinity (normalized) is 0.322. The MHC is HLA-DQA10401-DQB10402 with pseudo-sequence HLA-DQA10401-DQB10402. (3) The peptide sequence is AAALHHMVKISGGPH. The MHC is DRB1_0101 with pseudo-sequence DRB1_0101. The binding affinity (normalized) is 0.250.